Task: Predict which catalyst facilitates the given reaction.. Dataset: Catalyst prediction with 721,799 reactions and 888 catalyst types from USPTO (1) The catalyst class is: 119. Product: [CH2:38]([O:37][C:36]([O:35][C:3]1([CH2:1][CH3:2])[C:8]2[CH:9]=[C:10]3[N:18]([C:19](=[O:20])[C:7]=2[CH2:6][O:5][C:4]1=[O:34])[CH2:17][C:16]1[C:15]([CH2:21][CH2:22][Si:23]([CH3:25])([CH3:24])[CH2:26][CH2:27][CH2:28][O:29][C:51]([C:47]2[O:46][CH:50]=[CH:49][CH:48]=2)=[O:52])=[C:14]2[CH:30]=[CH:31][CH:32]=[CH:33][C:13]2=[N:12][C:11]3=1)=[O:45])[C:39]1[CH:40]=[CH:41][CH:42]=[CH:43][CH:44]=1. Reactant: [CH2:1]([C:3]1([O:35][C:36](=[O:45])[O:37][CH2:38][C:39]2[CH:44]=[CH:43][CH:42]=[CH:41][CH:40]=2)[C:8]2[CH:9]=[C:10]3[N:18]([C:19](=[O:20])[C:7]=2[CH2:6][O:5][C:4]1=[O:34])[CH2:17][C:16]1[C:15]([CH2:21][CH2:22][Si:23]([CH2:26][CH2:27][CH2:28][OH:29])([CH3:25])[CH3:24])=[C:14]2[CH:30]=[CH:31][CH:32]=[CH:33][C:13]2=[N:12][C:11]3=1)[CH3:2].[O:46]1[CH:50]=[CH:49][CH:48]=[C:47]1[C:51](Cl)=[O:52]. (2) Reactant: [NH:1]1[CH:5]=[CH:4][N:3]=[CH:2]1.C(=O)([O-])[O-].[K+].[K+].[F:12][C:13]1[CH:14]=[C:15]([N+:20]([O-:22])=[O:21])[CH:16]=[CH:17][C:18]=1F.O. Product: [F:12][C:13]1[CH:14]=[C:15]([N+:20]([O-:22])=[O:21])[CH:16]=[CH:17][C:18]=1[N:1]1[CH:5]=[CH:4][N:3]=[CH:2]1. The catalyst class is: 39. (3) Reactant: O=[C:2]([C:20]1[CH:25]=[CH:24][CH:23]=[CH:22][CH:21]=1)[CH:3](OS(C1C=CC(C)=CC=1)(=O)=O)[C:4]([O:6][CH2:7][CH3:8])=[O:5].[C:26](=[S:34])([NH2:33])[C:27]1[CH:32]=[CH:31][CH:30]=[CH:29][CH:28]=1. Product: [C:27]1([C:26]2[S:34][C:3]([C:4]([O:6][CH2:7][CH3:8])=[O:5])=[C:2]([C:20]3[CH:21]=[CH:22][CH:23]=[CH:24][CH:25]=3)[N:33]=2)[CH:32]=[CH:31][CH:30]=[CH:29][CH:28]=1. The catalyst class is: 3. (4) The catalyst class is: 9. Reactant: I[C:2]1[CH:3]=[N:4][C:5]2[C:10]([CH:11]=1)=[CH:9][CH:8]=[CH:7][C:6]=2[N+:12]([O-:14])=[O:13].[C:15]1([S:21]([O-:23])=[O:22])[CH:20]=[CH:19][CH:18]=[CH:17][CH:16]=1.[Na+]. Product: [N+:12]([C:6]1[CH:7]=[CH:8][CH:9]=[C:10]2[C:5]=1[N:4]=[CH:3][C:2]([S:21]([C:15]1[CH:20]=[CH:19][CH:18]=[CH:17][CH:16]=1)(=[O:23])=[O:22])=[CH:11]2)([O-:14])=[O:13]. (5) Reactant: C(OC([NH:8][C:9]1[N:14]=[C:13]([CH2:15][CH:16]([CH:18]2[CH2:23][CH2:22][N:21](C(OC(C)(C)C)=O)[CH2:20][CH2:19]2)[OH:17])[CH:12]=[CH:11][CH:10]=1)=O)(C)(C)C. Product: [NH2:8][C:9]1[N:14]=[C:13]([CH2:15][CH:16]([CH:18]2[CH2:23][CH2:22][NH:21][CH2:20][CH2:19]2)[OH:17])[CH:12]=[CH:11][CH:10]=1. The catalyst class is: 33. (6) Reactant: [C:1]1([NH:7][C:8]2[C:16]3[C:11](=[N:12][CH:13]=[N:14][C:15]=3[NH2:17])[NH:10][N:9]=2)[CH:6]=[CH:5][CH:4]=[CH:3][CH:2]=1.C(=O)([O-])[O-].[K+].[K+].[CH:24]1(Br)[CH2:27][CH2:26][CH2:25]1. Product: [CH:24]1([N:10]2[C:11]3=[N:12][CH:13]=[N:14][C:15]([NH2:17])=[C:16]3[C:8]([NH:7][C:1]3[CH:2]=[CH:3][CH:4]=[CH:5][CH:6]=3)=[N:9]2)[CH2:27][CH2:26][CH2:25]1. The catalyst class is: 3. (7) Reactant: I.[NH2:2][CH2:3][CH:4]1[CH2:9][CH2:8][CH2:7][CH:6]([N:10]2[C:19]3[C:14](=[CH:15][CH:16]=[N:17][CH:18]=3)[C:13]3=[N:20][O:21][C:22]([CH3:23])=[C:12]3[C:11]2=[O:24])[CH2:5]1.[C:25](O)(=[O:32])[C:26]1[CH:31]=[CH:30][CH:29]=[CH:28][CH:27]=1.Cl.CN(C)CCCN=C=NCC.ON1C2N=CC=CC=2N=N1.C(N(CC)C(C)C)(C)C. The catalyst class is: 9. Product: [CH3:23][C:22]1[O:21][N:20]=[C:13]2[C:14]3[C:19](=[CH:18][N:17]=[CH:16][CH:15]=3)[N:10]([CH:6]3[CH2:7][CH2:8][CH2:9][CH:4]([CH2:3][NH:2][C:25](=[O:32])[C:26]4[CH:31]=[CH:30][CH:29]=[CH:28][CH:27]=4)[CH2:5]3)[C:11](=[O:24])[C:12]=12. (8) Reactant: [CH2:1]([O:8][C@H:9]1[C@H:15]([O:16][CH2:17][C:18]2[CH:23]=[CH:22][CH:21]=[CH:20][CH:19]=2)[C@@H:14]([O:24][CH2:25][C:26]2[CH:31]=[CH:30][CH:29]=[CH:28][CH:27]=2)[C@:13]2([C:33]3[CH:38]=[CH:37][C:36]([Cl:39])=[C:35]([CH2:40][C:41]4[CH:46]=[CH:45][C:44]([O:47][CH2:48][CH3:49])=[C:43]([F:50])[CH:42]=4)[CH:34]=3)[O:32][C@@:10]1([CH2:51][OH:52])[CH2:11][O:12]2)[C:2]1[CH:7]=[CH:6][CH:5]=[CH:4][CH:3]=1.C(=O)(O)[O-:54].[Na+].[Br-].[K+].Cl[O-].[Na+].Cl. Product: [CH2:1]([O:8][C@H:9]1[C@H:15]([O:16][CH2:17][C:18]2[CH:19]=[CH:20][CH:21]=[CH:22][CH:23]=2)[C@@H:14]([O:24][CH2:25][C:26]2[CH:31]=[CH:30][CH:29]=[CH:28][CH:27]=2)[C@:13]2([C:33]3[CH:38]=[CH:37][C:36]([Cl:39])=[C:35]([CH2:40][C:41]4[CH:46]=[CH:45][C:44]([O:47][CH2:48][CH3:49])=[C:43]([F:50])[CH:42]=4)[CH:34]=3)[O:32][C@@:10]1([C:51]([OH:54])=[O:52])[CH2:11][O:12]2)[C:2]1[CH:3]=[CH:4][CH:5]=[CH:6][CH:7]=1. The catalyst class is: 7. (9) Reactant: [NH2:1][C:2]1[CH:7]=[CH:6][C:5]([Cl:8])=[CH:4][C:3]=1[C:9]([C:11]1[CH:16]=[CH:15][CH:14]=[CH:13][CH:12]=1)=O.[CH:17]1([C:20](=O)[CH2:21][C:22]([O:24][CH3:25])=[O:23])[CH2:19][CH2:18]1.[O-]S(C(F)(F)F)(=O)=O.[Yb+3].[O-]S(C(F)(F)F)(=O)=O.[O-]S(C(F)(F)F)(=O)=O. Product: [CH3:25][O:24][C:22]([C:21]1[C:20]([CH:17]2[CH2:19][CH2:18]2)=[N:1][C:2]2[C:3]([C:9]=1[C:11]1[CH:16]=[CH:15][CH:14]=[CH:13][CH:12]=1)=[CH:4][C:5]([Cl:8])=[CH:6][CH:7]=2)=[O:23]. The catalyst class is: 14.